From a dataset of Full USPTO retrosynthesis dataset with 1.9M reactions from patents (1976-2016). Predict the reactants needed to synthesize the given product. (1) Given the product [CH2:1]([C:3]1[CH:12]=[CH:11][C:6]([C:7]([OH:9])=[O:8])=[CH:5][C:4]=1[N:13]([CH3:24])[C:14]1[N:19]=[CH:18][C:17]2[N:20]=[CH:21][N:22]([CH3:23])[C:16]=2[CH:15]=1)[CH3:2], predict the reactants needed to synthesize it. The reactants are: [CH2:1]([C:3]1[CH:12]=[CH:11][C:6]([C:7]([O:9]C)=[O:8])=[CH:5][C:4]=1[N:13]([CH3:24])[C:14]1[N:19]=[CH:18][C:17]2[N:20]=[CH:21][N:22]([CH3:23])[C:16]=2[CH:15]=1)[CH3:2].[OH-].[Na+].Cl. (2) Given the product [Cl:42][C:43]1[CH:50]=[C:49]([F:51])[CH:48]=[CH:47][C:44]=1[CH2:45][NH:46][C:5](=[O:7])[C@H:4]1[CH2:8][CH2:9][C:10](=[O:11])[N:3]1[CH2:1][CH3:2], predict the reactants needed to synthesize it. The reactants are: [CH2:1]([N:3]1[C:10](=[O:11])[CH2:9][CH2:8][C@H:4]1[C:5]([OH:7])=O)[CH3:2].Cl.CN(C)CCCN=C=NCC.ON1C2C=CC=CC=2N=N1.C(N1CCOCC1)C.[Cl:42][C:43]1[CH:50]=[C:49]([F:51])[CH:48]=[CH:47][C:44]=1[CH2:45][NH2:46].C(=O)([O-])O.[Na+]. (3) Given the product [Cl:1][C:2]1[C:7]([F:8])=[CH:6][CH:5]=[C:4]([Cl:9])[C:3]=1[C@H:10]([O:12][C:14]1[C:15]([N+:20]([O-:22])=[O:21])=[N:16][CH:17]=[CH:18][CH:19]=1)[CH3:11], predict the reactants needed to synthesize it. The reactants are: [Cl:1][C:2]1[C:7]([F:8])=[CH:6][CH:5]=[C:4]([Cl:9])[C:3]=1[CH:10]([OH:12])[CH3:11].O[C:14]1[C:15]([N+:20]([O-:22])=[O:21])=[N:16][CH:17]=[CH:18][CH:19]=1.C1(P(C2C=CC=CC=2)C2C=CC=CC=2)C=CC=CC=1.CC(OC(/N=N/C(OC(C)C)=O)=O)C. (4) The reactants are: [NH2:1][C:2]1[C:3]([C:16]2[CH:24]=[CH:23][C:19]([C:20](O)=[O:21])=[C:18]([F:25])[CH:17]=2)=[N:4][C:5]([C@H:8]2[CH2:13][CH2:12][C@H:11]([OH:14])[C@@H:10]([F:15])[CH2:9]2)=[CH:6][N:7]=1.Cl.[NH2:27][C@@H:28]([C:31]1[CH:36]=[C:35]([I:37])[CH:34]=[C:33]([F:38])[CH:32]=1)[CH2:29][OH:30].C1C=NC2N(O)N=NC=2C=1.C(Cl)CCl.CCN(C(C)C)C(C)C. Given the product [NH2:1][C:2]1[C:3]([C:16]2[CH:24]=[CH:23][C:19]([C:20]([NH:27][C@@H:28]([C:31]3[CH:36]=[C:35]([I:37])[CH:34]=[C:33]([F:38])[CH:32]=3)[CH2:29][OH:30])=[O:21])=[C:18]([F:25])[CH:17]=2)=[N:4][C:5]([C@H:8]2[CH2:13][CH2:12][C@H:11]([OH:14])[C@@H:10]([F:15])[CH2:9]2)=[CH:6][N:7]=1, predict the reactants needed to synthesize it. (5) Given the product [NH:24]1[CH2:25][CH2:26][CH:21]([C:35]2[C:44]3[C:39](=[CH:40][CH:41]=[CH:42][CH:43]=3)[N:38]=[CH:37][CH:36]=2)[CH2:22][CH2:23]1, predict the reactants needed to synthesize it. The reactants are: [Li+].C[Si]([N-][Si](C)(C)C)(C)C.C1COCC1.C(OC([CH:21]1[CH2:26][CH2:25][N:24](C(OC(C)(C)C)=O)[CH2:23][CH2:22]1)=O)C.Cl[C:35]1[C:44]2[C:39](=[CH:40][CH:41]=[CH:42][CH:43]=2)[N:38]=[CH:37][CH:36]=1.[OH-].[K+].Cl.[OH-].[Na+]. (6) Given the product [OH:27][C@@H:24]1[CH2:25][CH2:26][N:22]([C:3]2[C:2]([C:35]3[CH:36]=[C:37]4[C:32](=[CH:33][CH:34]=3)[N:31]=[CH:30][CH:29]=[N:28]4)=[CH:21][C:6]([C:7]([NH:9][C:10]3[CH:15]=[CH:14][C:13]([O:16][C:17]([F:20])([F:19])[F:18])=[CH:12][CH:11]=3)=[O:8])=[CH:5][N:4]=2)[CH2:23]1, predict the reactants needed to synthesize it. The reactants are: Cl[C:2]1[C:3]([N:22]2[CH2:26][CH2:25][C@@H:24]([OH:27])[CH2:23]2)=[N:4][CH:5]=[C:6]([CH:21]=1)[C:7]([NH:9][C:10]1[CH:15]=[CH:14][C:13]([O:16][C:17]([F:20])([F:19])[F:18])=[CH:12][CH:11]=1)=[O:8].[N:28]1[C:37]2[C:32](=[CH:33][C:34](B(O)O)=[CH:35][CH:36]=2)[N:31]=[CH:30][CH:29]=1.